Dataset: Peptide-MHC class I binding affinity with 185,985 pairs from IEDB/IMGT. Task: Regression. Given a peptide amino acid sequence and an MHC pseudo amino acid sequence, predict their binding affinity value. This is MHC class I binding data. (1) The peptide sequence is FNMLSTVLGV. The MHC is HLA-A02:01 with pseudo-sequence HLA-A02:01. The binding affinity (normalized) is 0.824. (2) The peptide sequence is FLCWGPFFL. The MHC is HLA-A02:01 with pseudo-sequence HLA-A02:01. The binding affinity (normalized) is 0.664. (3) The peptide sequence is EAYCALLCK. The MHC is HLA-B46:01 with pseudo-sequence HLA-B46:01. The binding affinity (normalized) is 0.0847. (4) The peptide sequence is YTFFFTQYF. The MHC is HLA-B46:01 with pseudo-sequence HLA-B46:01. The binding affinity (normalized) is 0.461. (5) The peptide sequence is RKRLMSMVK. The MHC is HLA-B15:09 with pseudo-sequence HLA-B15:09. The binding affinity (normalized) is 0.0847. (6) The peptide sequence is ELENKKVEY. The MHC is HLA-A31:01 with pseudo-sequence HLA-A31:01. The binding affinity (normalized) is 0.213. (7) The peptide sequence is AAPTTKMTTF. The MHC is Mamu-A01 with pseudo-sequence YYAMYRENMTENAVNTLYLRVEYYTWAVMAYQWY. The binding affinity (normalized) is 0.591. (8) The peptide sequence is KRGVFVLGF. The MHC is Mamu-A20102 with pseudo-sequence Mamu-A20102. The binding affinity (normalized) is 0.202. (9) The peptide sequence is PTIPEQKCM. The MHC is HLA-A26:03 with pseudo-sequence HLA-A26:03. The binding affinity (normalized) is 0.0847. (10) The peptide sequence is TLNEDLLEI. The MHC is HLA-A68:02 with pseudo-sequence HLA-A68:02. The binding affinity (normalized) is 0.327.